Regression. Given two drug SMILES strings and cell line genomic features, predict the synergy score measuring deviation from expected non-interaction effect. From a dataset of NCI-60 drug combinations with 297,098 pairs across 59 cell lines. (1) Drug 1: CC1=C2C(C(=O)C3(C(CC4C(C3C(C(C2(C)C)(CC1OC(=O)C(C(C5=CC=CC=C5)NC(=O)OC(C)(C)C)O)O)OC(=O)C6=CC=CC=C6)(CO4)OC(=O)C)OC)C)OC. Drug 2: C1=CC(=CC=C1CC(C(=O)O)N)N(CCCl)CCCl.Cl. Cell line: NCI-H322M. Synergy scores: CSS=37.2, Synergy_ZIP=3.16, Synergy_Bliss=3.80, Synergy_Loewe=-62.5, Synergy_HSA=0.911. (2) Drug 1: C1=CC(=CC=C1CCCC(=O)O)N(CCCl)CCCl. Drug 2: CC1C(C(CC(O1)OC2CC(CC3=C2C(=C4C(=C3O)C(=O)C5=C(C4=O)C(=CC=C5)OC)O)(C(=O)CO)O)N)O.Cl. Cell line: TK-10. Synergy scores: CSS=38.9, Synergy_ZIP=1.79, Synergy_Bliss=2.16, Synergy_Loewe=-10.0, Synergy_HSA=3.79. (3) Drug 1: C1=CN(C(=O)N=C1N)C2C(C(C(O2)CO)O)O.Cl. Drug 2: C1CC(C1)(C(=O)O)C(=O)O.[NH2-].[NH2-].[Pt+2]. Cell line: CAKI-1. Synergy scores: CSS=37.7, Synergy_ZIP=0.264, Synergy_Bliss=1.15, Synergy_Loewe=-17.1, Synergy_HSA=3.06. (4) Drug 1: C1=NC2=C(N1)C(=S)N=CN2. Drug 2: CC12CCC3C(C1CCC2OP(=O)(O)O)CCC4=C3C=CC(=C4)OC(=O)N(CCCl)CCCl.[Na+]. Cell line: HS 578T. Synergy scores: CSS=23.8, Synergy_ZIP=-7.07, Synergy_Bliss=-2.86, Synergy_Loewe=-28.5, Synergy_HSA=-2.44.